From a dataset of NCI-60 drug combinations with 297,098 pairs across 59 cell lines. Regression. Given two drug SMILES strings and cell line genomic features, predict the synergy score measuring deviation from expected non-interaction effect. (1) Cell line: SK-MEL-2. Drug 1: C1CCN(CC1)CCOC2=CC=C(C=C2)C(=O)C3=C(SC4=C3C=CC(=C4)O)C5=CC=C(C=C5)O. Synergy scores: CSS=-1.73, Synergy_ZIP=3.95, Synergy_Bliss=6.61, Synergy_Loewe=1.18, Synergy_HSA=0.990. Drug 2: C1CN(P(=O)(OC1)NCCCl)CCCl. (2) Drug 1: CCN(CC)CCNC(=O)C1=C(NC(=C1C)C=C2C3=C(C=CC(=C3)F)NC2=O)C. Drug 2: C1CCC(C(C1)N)N.C(=O)(C(=O)[O-])[O-].[Pt+4]. Cell line: HCT-15. Synergy scores: CSS=42.3, Synergy_ZIP=2.18, Synergy_Bliss=-0.461, Synergy_Loewe=-5.98, Synergy_HSA=-1.25. (3) Drug 1: C1=CC=C(C(=C1)C(C2=CC=C(C=C2)Cl)C(Cl)Cl)Cl. Drug 2: C1CCC(C(C1)N)N.C(=O)(C(=O)[O-])[O-].[Pt+4]. Cell line: MALME-3M. Synergy scores: CSS=15.3, Synergy_ZIP=-4.37, Synergy_Bliss=0.229, Synergy_Loewe=-8.20, Synergy_HSA=0.810. (4) Drug 1: C1CC(=O)NC(=O)C1N2CC3=C(C2=O)C=CC=C3N. Drug 2: C1=CN(C=N1)CC(O)(P(=O)(O)O)P(=O)(O)O. Cell line: UACC-257. Synergy scores: CSS=1.82, Synergy_ZIP=0.454, Synergy_Bliss=0.549, Synergy_Loewe=1.83, Synergy_HSA=1.09. (5) Drug 1: COC1=CC(=CC(=C1O)OC)C2C3C(COC3=O)C(C4=CC5=C(C=C24)OCO5)OC6C(C(C7C(O6)COC(O7)C8=CC=CS8)O)O. Drug 2: C1CN(P(=O)(OC1)NCCCl)CCCl. Cell line: SF-268. Synergy scores: CSS=14.4, Synergy_ZIP=-1.95, Synergy_Bliss=2.13, Synergy_Loewe=-32.9, Synergy_HSA=1.09. (6) Drug 1: C1CC(=O)NC(=O)C1N2CC3=C(C2=O)C=CC=C3N. Drug 2: CN1C2=C(C=C(C=C2)N(CCCl)CCCl)N=C1CCCC(=O)O.Cl. Cell line: COLO 205. Synergy scores: CSS=-4.18, Synergy_ZIP=0.380, Synergy_Bliss=-3.50, Synergy_Loewe=-8.81, Synergy_HSA=-9.42.